From a dataset of Full USPTO retrosynthesis dataset with 1.9M reactions from patents (1976-2016). Predict the reactants needed to synthesize the given product. (1) Given the product [CH3:1][O:2][C:3](=[O:61])[NH:4][CH:5]([C:9]([N:11]1[CH2:15][CH2:14][CH2:13][CH:12]1[C:16]1[NH:17][C:18]([C:21]2[CH:22]=[CH:23][C:24]([C:27]3[CH:36]=[CH:35][C:34]4[C:29](=[CH:30][CH:31]=[C:32]([C:37]5[NH:38][C:39]([CH:42]6[CH2:46][CH2:45][CH2:44][N:43]6[C:47](=[O:60])[CH:48]([NH:55][C:56]([O:58][CH3:59])=[O:57])[C:49]6[CH:54]=[CH:53][CH:52]=[CH:51][CH:50]=6)=[N:40][CH:41]=5)[CH:33]=4)[CH:28]=3)=[CH:25][CH:26]=2)=[CH:19][N:20]=1)=[O:10])[CH:6]([CH3:8])[CH3:7], predict the reactants needed to synthesize it. The reactants are: [CH3:1][O:2][C:3](=[O:61])[NH:4][CH:5]([C:9]([N:11]1[CH2:15][CH2:14][CH2:13][CH:12]1[C:16]1[NH:17][C:18]([C:21]2[CH:26]=[CH:25][C:24]([C:27]3[CH:36]=[CH:35][C:34]4[C:29](=[CH:30][CH:31]=[C:32]([C:37]5[NH:38][C:39]([C@@H:42]6[CH2:46][CH2:45][CH2:44][N:43]6[C:47](=[O:60])[CH:48]([NH:55][C:56]([O:58][CH3:59])=[O:57])[C:49]6[CH:54]=[CH:53][CH:52]=[CH:51][CH:50]=6)=[N:40][CH:41]=5)[CH:33]=4)[CH:28]=3)=[CH:23][CH:22]=2)=[CH:19][N:20]=1)=[O:10])[CH:6]([CH3:8])[CH3:7].COC(N[C@H](C1C=CC=CC=1)C(O)=O)=O. (2) Given the product [CH3:33][O:32][C:30]([C:26]1[CH:25]=[C:24]([CH:29]=[CH:28][CH:27]=1)[O:23][CH2:22][C:21]([OH:34])=[O:20])=[O:31], predict the reactants needed to synthesize it. The reactants are: C1(OC)C=CC=CC=1.FC(F)(F)C(O)=O.C([O:20][C:21](=[O:34])[CH2:22][O:23][C:24]1[CH:29]=[CH:28][CH:27]=[C:26]([C:30]([O:32][CH3:33])=[O:31])[CH:25]=1)(C)(C)C. (3) Given the product [N:10]1([C:2]2[N:10]=[C:9]([C:11]([F:14])([F:13])[F:12])[CH:8]=[CH:7][C:3]=2[C:4]([OH:6])=[O:5])[CH2:2][CH2:3][CH2:7][CH2:8][CH2:9]1, predict the reactants needed to synthesize it. The reactants are: Cl[C:2]1[N:10]=[C:9]([C:11]([F:14])([F:13])[F:12])[CH:8]=[CH:7][C:3]=1[C:4]([OH:6])=[O:5].Cl.